From a dataset of Forward reaction prediction with 1.9M reactions from USPTO patents (1976-2016). Predict the product of the given reaction. (1) Given the reactants [Br:1][C:2]1[CH:3]=[C:4]2[C:14](=[CH:15][CH:16]=1)[C@:7]1([O:11][C:10](=[O:12])[NH:9][C:8]1=[O:13])[CH2:6][CH2:5]2.Br[CH2:18][C:19]([N:21]([C:30]1([CH3:41])[CH2:33][N:32]([C:34]([O:36][C:37]([CH3:40])([CH3:39])[CH3:38])=[O:35])[CH2:31]1)[CH2:22][C:23]1[CH:28]=[CH:27][C:26]([F:29])=[CH:25][CH:24]=1)=[O:20].BrCC(N(CC1C=CC(F)=CC=1)[C@@H](C)C(F)(F)F)=O, predict the reaction product. The product is: [Br:1][C:2]1[CH:3]=[C:4]2[C:14](=[CH:15][CH:16]=1)[C@:7]1([O:11][C:10](=[O:12])[N:9]([CH2:18][C:19]([N:21]([C:30]3([CH3:41])[CH2:33][N:32]([C:34]([O:36][C:37]([CH3:40])([CH3:39])[CH3:38])=[O:35])[CH2:31]3)[CH2:22][C:23]3[CH:24]=[CH:25][C:26]([F:29])=[CH:27][CH:28]=3)=[O:20])[C:8]1=[O:13])[CH2:6][CH2:5]2. (2) Given the reactants [Br:1][C:2]1[N:6]([CH3:7])[N:5]=[CH:4][C:3]=1[C:8]1[N:9]=[N:10][NH:11][N:12]=1.[OH-].[K+].[CH3:15]I, predict the reaction product. The product is: [Br:1][C:2]1[N:6]([CH3:7])[N:5]=[CH:4][C:3]=1[C:8]1[N:9]=[N:10][N:11]([CH3:15])[N:12]=1. (3) Given the reactants [C:1]1([CH3:11])[CH:6]=[CH:5][C:4]([C:7]([O:9][CH3:10])=[O:8])=[CH:3][CH:2]=1.C1C(=O)N([Br:19])C(=O)C1.C(OOC(=O)C1C=CC=CC=1)(=O)C1C=CC=CC=1, predict the reaction product. The product is: [Br:19][CH2:11][C:1]1[CH:2]=[CH:3][C:4]([C:7]([O:9][CH3:10])=[O:8])=[CH:5][CH:6]=1. (4) Given the reactants [F:1][C:2]1[CH:3]=[C:4]([C@:9]2([OH:17])[O:14][CH2:13][C@@H:12]([CH3:15])[NH:11][C@H:10]2[CH3:16])[CH:5]=[C:6]([F:8])[CH:7]=1.C(=O)([O-])[O-].[K+].[K+].Cl[C:25]([O:27][CH2:28][Cl:29])=[O:26].CCCCCCC, predict the reaction product. The product is: [Cl:29][CH2:28][O:27][C:25]([N:11]1[C@H:12]([CH3:15])[CH2:13][O:14][C@:9]([C:4]2[CH:3]=[C:2]([F:1])[CH:7]=[C:6]([F:8])[CH:5]=2)([OH:17])[C@@H:10]1[CH3:16])=[O:26]. (5) Given the reactants Cl[C:2]1[N:11]=[C:10]([C:12]2[CH:17]=[CH:16][C:15]([N:18]3[CH2:23][CH2:22][O:21][CH2:20][CH2:19]3)=[CH:14][CH:13]=2)[CH:9]=[C:8]2[C:3]=1[CH:4]=[CH:5][CH:6]=[N:7]2.[NH2:24][C:25]1[CH:33]=[C:32]2[C:28]([CH:29]=[N:30][NH:31]2)=[CH:27][CH:26]=1.CN1CCCC1=O.Cl, predict the reaction product. The product is: [NH:31]1[C:32]2[C:28](=[CH:27][CH:26]=[C:25]([NH:24][C:2]3[N:11]=[C:10]([C:12]4[CH:17]=[CH:16][C:15]([N:18]5[CH2:23][CH2:22][O:21][CH2:20][CH2:19]5)=[CH:14][CH:13]=4)[CH:9]=[C:8]4[C:3]=3[CH:4]=[CH:5][CH:6]=[N:7]4)[CH:33]=2)[CH:29]=[N:30]1.